From a dataset of Forward reaction prediction with 1.9M reactions from USPTO patents (1976-2016). Predict the product of the given reaction. Given the reactants [Br:1][C:2]1[CH:3]=[C:4]2[C:8](=[CH:9][CH:10]=1)[N:7]([S:11]([C:14]1[CH:19]=[CH:18][C:17]([F:20])=[CH:16][CH:15]=1)(=[O:13])=[O:12])[CH:6]=[C:5]2[CH2:21][N:22]1[CH2:27][CH2:26][N:25]([CH3:28])[CH2:24][CH2:23]1.[C:29]([OH:41])(=[O:40])[CH2:30][C:31]([CH2:36][C:37]([OH:39])=[O:38])([C:33]([OH:35])=[O:34])[OH:32], predict the reaction product. The product is: [C:29]([OH:41])(=[O:40])[CH2:30][C:31]([CH2:36][C:37]([OH:39])=[O:38])([C:33]([OH:35])=[O:34])[OH:32].[Br:1][C:2]1[CH:3]=[C:4]2[C:8](=[CH:9][CH:10]=1)[N:7]([S:11]([C:14]1[CH:19]=[CH:18][C:17]([F:20])=[CH:16][CH:15]=1)(=[O:13])=[O:12])[CH:6]=[C:5]2[CH2:21][N:22]1[CH2:27][CH2:26][N:25]([CH3:28])[CH2:24][CH2:23]1.